From a dataset of Forward reaction prediction with 1.9M reactions from USPTO patents (1976-2016). Predict the product of the given reaction. (1) Given the reactants N.C([O:5][C:6]1[CH:43]=[CH:42][CH:41]=[CH:40][C:7]=1[C:8]([O:10][CH2:11][CH2:12][NH:13][C:14](=[O:39])[CH:15]([O:18][CH2:19][CH2:20][CH2:21][CH2:22]/[CH:23]=[CH:24]\[CH2:25]/[CH:26]=[CH:27]\[CH2:28]/[CH:29]=[CH:30]\[CH2:31]/[CH:32]=[CH:33]\[CH2:34]/[CH:35]=[CH:36]\[CH2:37][CH3:38])[CH2:16][CH3:17])=[O:9])(=O)C, predict the reaction product. The product is: [OH:5][C:6]1[CH:43]=[CH:42][CH:41]=[CH:40][C:7]=1[C:8]([O:10][CH2:11][CH2:12][NH:13][C:14](=[O:39])[CH:15]([O:18][CH2:19][CH2:20][CH2:21][CH2:22]/[CH:23]=[CH:24]\[CH2:25]/[CH:26]=[CH:27]\[CH2:28]/[CH:29]=[CH:30]\[CH2:31]/[CH:32]=[CH:33]\[CH2:34]/[CH:35]=[CH:36]\[CH2:37][CH3:38])[CH2:16][CH3:17])=[O:9]. (2) Given the reactants [OH-:1].[Na+].BrBr.Br[O-].[N+:7]([C:10]1[CH:15]=[CH:14][C:13]([C:16]23[CH2:24][CH:20]4[CH2:21][CH:22]([CH2:23]2)[C:18]([C:25](=[O:27])C)([CH2:19]4)[CH2:17]3)=[CH:12][CH:11]=1)([O-:9])=[O:8].Cl, predict the reaction product. The product is: [N+:7]([C:10]1[CH:15]=[CH:14][C:13]([C:16]23[CH2:24][CH:20]4[CH2:21][CH:22]([CH2:23]2)[C:18]([C:25]([OH:1])=[O:27])([CH2:19]4)[CH2:17]3)=[CH:12][CH:11]=1)([O-:9])=[O:8]. (3) Given the reactants [NH2-].[Na+].[CH3:3][C:4](C)=[O:5].C[O:8][CH:9]([CH3:14])[C:10]([O:12][CH3:13])=O.[CH3:15]C(OCC1C2C(=CC=CC=2)C(COC(C)=O)=C2C=1C=CC=C2)=O, predict the reaction product. The product is: [CH3:13][O:12][CH:10]([C:9](=[O:8])[CH2:14][C:4](=[O:5])[CH3:3])[CH3:15].